The task is: Predict the product of the given reaction.. This data is from Forward reaction prediction with 1.9M reactions from USPTO patents (1976-2016). (1) Given the reactants C([O:8][CH2:9][C:10]1([C:14]2[CH:19]=[CH:18][C:17]([C:20]3[CH:21]=[C:22]4[C:26](=[CH:27][C:28]=3[Cl:29])[NH:25][CH:24]=[C:23]4[C:30]([O:32][CH3:33])=[O:31])=[CH:16][CH:15]=2)[CH2:13][O:12][CH2:11]1)C1C=CC=CC=1.B(Cl)(Cl)Cl, predict the reaction product. The product is: [Cl:29][C:28]1[CH:27]=[C:26]2[C:22]([C:23]([C:30]([O:32][CH3:33])=[O:31])=[CH:24][NH:25]2)=[CH:21][C:20]=1[C:17]1[CH:16]=[CH:15][C:14]([C:10]2([CH2:9][OH:8])[CH2:11][O:12][CH2:13]2)=[CH:19][CH:18]=1. (2) The product is: [Cl:31][C:2]1[CH:3]=[C:4]2[C:9](=[CH:10][CH:11]=1)[CH:8]=[C:7]([S:12]([N:15]1[CH2:20][CH2:19][N:18]([CH2:21][C:22]3[CH:23]=[CH:24][C:25]([C:28](=[NH:29])[NH:32][OH:33])=[CH:26][CH:27]=3)[C:17](=[O:30])[CH2:16]1)(=[O:14])=[O:13])[CH:6]=[CH:5]2. Given the reactants Cl[C:2]1[CH:3]=[C:4]2[C:9](=[CH:10][CH:11]=1)[CH:8]=[C:7]([S:12]([N:15]1[CH2:20][CH2:19][N:18]([CH2:21][C:22]3[CH:27]=[CH:26][C:25]([C:28]#[N:29])=[CH:24][CH:23]=3)[C:17](=[O:30])[CH2:16]1)(=[O:14])=[O:13])[CH:6]=[CH:5]2.[ClH:31].[NH2:32][OH:33].C(=O)([O-])O.[Na+], predict the reaction product. (3) The product is: [F:1][C:2]1[CH:9]=[C:8]([O:10][CH3:11])[C:7]([O:12][CH3:13])=[CH:6][C:3]=1[CH:4]([OH:5])[C:25]([O:27][CH3:28])=[O:26]. Given the reactants [F:1][C:2]1[CH:9]=[C:8]([O:10][CH3:11])[C:7]([O:12][CH3:13])=[CH:6][C:3]=1[CH:4]=[O:5].COC1C=C(C(O)[C:25]([O:27][CH3:28])=[O:26])C=CC=1OC, predict the reaction product. (4) Given the reactants [CH3:1][C:2]1([CH2:21][C:22]([O:24][CH2:25][CH3:26])=[O:23])[C:10]2[C:5](=[CH:6][CH:7]=[CH:8][C:9]=2[N+:11]([O-])=O)[N:4]([CH2:14][C:15]([O:17][CH2:18][CH3:19])=[O:16])[C:3]1=S, predict the reaction product. The product is: [NH2:11][C:9]1[CH:8]=[CH:7][CH:6]=[C:5]2[C:10]=1[C:2]([CH2:21][C:22]([O:24][CH2:25][CH3:26])=[O:23])([CH3:1])[CH2:3][N:4]2[CH2:14][C:15]([O:17][CH2:18][CH3:19])=[O:16]. (5) Given the reactants ClC(OC(Cl)=O)C.COC1C=C(OC)C=CC=1C[N:13]1[CH2:26][CH:25]([CH3:27])[N:16]2[CH2:17][C:18]3[CH:19]=[CH:20][CH:21]=[CH:22][C:23]=3[CH2:24][C@@H:15]2[CH2:14]1.C(Cl)Cl.C([O-])(O)=O.[Na+], predict the reaction product. The product is: [CH3:27][CH:25]1[N:16]2[CH2:17][C:18]3[CH:19]=[CH:20][CH:21]=[CH:22][C:23]=3[CH2:24][C@@H:15]2[CH2:14][NH:13][CH2:26]1. (6) Given the reactants [NH2:1][C:2]1[CH:7]=[CH:6][C:5]([C:8]2[CH:13]=[CH:12][CH:11]=[C:10]([N+:14]([O-:16])=[O:15])[CH:9]=2)=[CH:4][C:3]=1[O:17]C.B(Br)(Br)Br, predict the reaction product. The product is: [NH2:1][C:2]1[CH:7]=[CH:6][C:5]([C:8]2[CH:13]=[CH:12][CH:11]=[C:10]([N+:14]([O-:16])=[O:15])[CH:9]=2)=[CH:4][C:3]=1[OH:17].